This data is from Catalyst prediction with 721,799 reactions and 888 catalyst types from USPTO. The task is: Predict which catalyst facilitates the given reaction. (1) Reactant: [O:1]1[CH2:6][CH2:5][O:4][C:3]2[CH:7]=[C:8]([C:11]([NH:13][C@@H:14]3[CH2:19][CH2:18][N:17]([C:20]([O:22][C:23]([CH3:26])([CH3:25])[CH3:24])=[O:21])[C@@H:16]([C:27]4[N:31]([CH2:32][CH2:33][O:34]S(C)(=O)=O)[C:30]5[CH:39]=[CH:40][CH:41]=[CH:42][C:29]=5[N:28]=4)[CH2:15]3)=[O:12])[CH:9]=[CH:10][C:2]1=2.[C:43]([O-])([O-])=O.[K+].[K+].O.[C:50]([O:53][CH2:54][CH3:55])(=O)[CH3:51]. Product: [O:1]1[CH2:6][CH2:5][O:4][C:3]2[CH:7]=[C:8]([C:11]([NH:13][C@@H:14]3[CH2:19][CH2:18][N:17]([C:20]([O:22][C:23]([CH3:26])([CH3:25])[CH3:24])=[O:21])[C@@H:16]([C:27]4[N:31]([CH2:32][CH2:33][O:34][CH:54]5[CH2:55][CH2:43][CH2:51][CH2:50][O:53]5)[C:30]5[CH:39]=[CH:40][CH:41]=[CH:42][C:29]=5[N:28]=4)[CH2:15]3)=[O:12])[CH:9]=[CH:10][C:2]1=2. The catalyst class is: 67. (2) Reactant: [CH3:1][C:2]1[C:3]([CH2:14][S:15][C:16]2[NH:20][C:19]3[CH:21]=[CH:22][CH:23]=[CH:24][C:18]=3[N:17]=2)=[N:4][CH:5]=[CH:6][C:7]=1[O:8][CH2:9][C:10]([F:13])([F:12])[F:11].C(O[O-])(=O)C1C(=CC=CC=1)C([O-])=[O:29].[Mg+2].O. Product: [CH3:1][C:2]1[C:7]([O:8][CH2:9][C:10]([F:12])([F:11])[F:13])=[CH:6][CH:5]=[N:4][C:3]=1[CH2:14][S+:15]([O-:29])[C:16]1[NH:20][C:19]2[CH:21]=[CH:22][CH:23]=[CH:24][C:18]=2[N:17]=1. The catalyst class is: 8. (3) Reactant: Cl.Cl.[CH2:3]([N:5]1[C:9]2[CH:10]=[CH:11][CH:12]=[CH:13][C:8]=2[N:7]=[C:6]1[CH:14]([NH2:16])[CH3:15])[CH3:4].Cl[C:18]1[N:26]=[CH:25][N:24]=[C:23]2[C:19]=1[N:20]=[CH:21][NH:22]2.CCN(C(C)C)C(C)C. Product: [CH2:3]([N:5]1[C:9]2[CH:10]=[CH:11][CH:12]=[CH:13][C:8]=2[N:7]=[C:6]1[CH:14]([NH:16][C:18]1[N:26]=[CH:25][N:24]=[C:23]2[C:19]=1[N:20]=[CH:21][NH:22]2)[CH3:15])[CH3:4]. The catalyst class is: 51. (4) Reactant: [Cl:1][C:2]1[CH:10]=[CH:9][C:5]2[O:6][CH2:7][O:8][C:4]=2[C:3]=1[NH:11][C:12]1[C:20]2[C:19]3[CH2:21][NH:22][CH2:23][CH2:24][C:18]=3[NH:17][C:16]=2[N:15]=[CH:14][CH:13]=1.CCN(C(C)C)C(C)C.[CH:34]1([C:39](Cl)=[O:40])[CH2:38][CH2:37][CH2:36][CH2:35]1. Product: [Cl:1][C:2]1[CH:10]=[CH:9][C:5]2[O:6][CH2:7][O:8][C:4]=2[C:3]=1[NH:11][C:12]1[C:20]2[C:19]3[CH2:21][N:22]([C:39]([CH:34]4[CH2:38][CH2:37][CH2:36][CH2:35]4)=[O:40])[CH2:23][CH2:24][C:18]=3[NH:17][C:16]=2[N:15]=[CH:14][CH:13]=1. The catalyst class is: 26. (5) Reactant: C(OC(=O)N[CH2:8][CH2:9][NH:10][C:11](=O)[CH:12]([C:14]1[CH:19]=[CH:18][C:17]([OH:20])=[CH:16][CH:15]=1)C)(C)(C)C.[ClH:23].CN(C)[CH2:26][CH2:27][CH2:28][N:29]=C=NCC.N1C2C(=NC=CC=2)N([OH:44])N=1.NCC[C:48]1[CH:53]=[CH:52][C:51]([OH:54])=[CH:50][CH:49]=1.C[N:56](C)[CH:57]=[O:58]. Product: [Cl:23][C:50]1[CH:49]=[C:48]([C:28]2[CH2:27][CH2:26][C:57](=[O:58])[NH:56][N:29]=2)[CH:53]=[CH:52][C:51]=1[O:54][CH2:8][C:9]([NH:10][CH2:11][CH2:12][C:14]1[CH:15]=[CH:16][C:17]([OH:20])=[CH:18][CH:19]=1)=[O:44]. The catalyst class is: 6.